This data is from Catalyst prediction with 721,799 reactions and 888 catalyst types from USPTO. The task is: Predict which catalyst facilitates the given reaction. (1) Reactant: [CH:1]1[C:9]2[C:8]3[CH:10]=[CH:11][CH:12]=[CH:13][C:7]=3[O:6][C:5]=2[CH:4]=[CH:3][CH:2]=1.[N+:14]([O-])([OH:16])=[O:15]. Product: [N+:14]([C:3]1[CH:2]=[CH:1][C:9]2[C:8]3[CH:10]=[CH:11][CH:12]=[CH:13][C:7]=3[O:6][C:5]=2[CH:4]=1)([O-:16])=[O:15]. The catalyst class is: 55. (2) Reactant: [CH:1]1[C:6]([C:7]2[C:16](=[O:17])C3C(O)=CC(O)=CC=3O[CH:8]=2)=[CH:5][CH:4]=[C:3]([OH:20])[CH:2]=1.C([O-])=O.[NH4+].C1[O:35][C:34]2[C:29](=[C:30](O)[CH:31]=[C:32]([OH:36])[CH:33]=2)[C:27](=O)[CH:26]1[C:38]1[CH:43]=[CH:42][C:41](O)=CC=1. Product: [OH:35][C:34]1[CH:33]=[C:32]([OH:36])[CH:31]=[CH:30][C:29]=1[C:27]1[CH:26]=[CH:38][CH:43]=[CH:42][C:41]=1[C:16]([CH:7]([CH3:8])[C:6]1[CH:1]=[CH:2][C:3]([OH:20])=[CH:4][CH:5]=1)=[O:17]. The catalyst class is: 50. (3) Reactant: [CH3:1][O:2][CH2:3][C:4]1[C:8]([CH:9]=[O:10])=[CH:7][N:6]([C:11]2[CH:16]=[CH:15][CH:14]=[C:13]([C:17]([F:20])([F:19])[F:18])[N:12]=2)[N:5]=1.[CH:21]1([Mg]Br)[CH2:26][CH2:25][CH2:24][CH2:23][CH2:22]1. Product: [CH:21]1([CH:9]([C:8]2[C:4]([CH2:3][O:2][CH3:1])=[N:5][N:6]([C:11]3[CH:16]=[CH:15][CH:14]=[C:13]([C:17]([F:20])([F:18])[F:19])[N:12]=3)[CH:7]=2)[OH:10])[CH2:26][CH2:25][CH2:24][CH2:23][CH2:22]1. The catalyst class is: 7. (4) Reactant: [Cl-:1].[Na+:2].[Cl-].[K+:4].[OH:5][P:6]([O-:9])([O-:8])=[O:7].[Na+].[Na+].[OH:12][P:13]([O-:16])([OH:15])=[O:14].[K+]. Product: [OH:7][P:6]([O-:9])([OH:8])=[O:5].[OH:14][P:13]([O-:16])([O-:15])=[O:12].[Na+:2].[Na+:2].[Na+:2].[Cl-:1].[Cl-:1].[K+:4].[K+:4]. The catalyst class is: 6. (5) Reactant: [C:1]([C:3]1[C:4]([S:44][CH3:45])=[N:5][C:6]([C:36]2[CH:41]=[CH:40][C:39]([O:42][CH3:43])=[CH:38][CH:37]=2)=[C:7]([C:31]([O:33]CC)=O)[C:8]=1[C:9]1[CH:14]=[CH:13][C:12]([N:15]2[CH2:20][CH2:19][N:18]([C:21]([O:23][C:24]([CH3:27])([CH3:26])[CH3:25])=[O:22])[CH2:17][CH2:16]2)=[CH:11][C:10]=1[N+:28]([O-])=O)#[N:2]. Product: [C:1]([C:3]1[C:4]([S:44][CH3:45])=[N:5][C:6]([C:36]2[CH:41]=[CH:40][C:39]([O:42][CH3:43])=[CH:38][CH:37]=2)=[C:7]2[C:8]=1[C:9]1[CH:14]=[CH:13][C:12]([N:15]3[CH2:20][CH2:19][N:18]([C:21]([O:23][C:24]([CH3:25])([CH3:26])[CH3:27])=[O:22])[CH2:17][CH2:16]3)=[CH:11][C:10]=1[NH:28][C:31]2=[O:33])#[N:2]. The catalyst class is: 180. (6) Reactant: [Cl:1][C:2]1[N:10]=[CH:9][C:8]([F:11])=[CH:7][C:3]=1[C:4]([NH2:6])=O.ClCCl.C(N(CC)CC)C.FC(F)(F)C(OC(=O)C(F)(F)F)=O. Product: [Cl:1][C:2]1[N:10]=[CH:9][C:8]([F:11])=[CH:7][C:3]=1[C:4]#[N:6]. The catalyst class is: 6.